Dataset: TCR-epitope binding with 47,182 pairs between 192 epitopes and 23,139 TCRs. Task: Binary Classification. Given a T-cell receptor sequence (or CDR3 region) and an epitope sequence, predict whether binding occurs between them. (1) The epitope is FIAGLIAIV. Result: 1 (the TCR binds to the epitope). The TCR CDR3 sequence is CASSYLASGMGEQFF. (2) The epitope is TVYDPLQPELDSFK. The TCR CDR3 sequence is CASSPLFGNTIYF. Result: 0 (the TCR does not bind to the epitope). (3) The epitope is HTTDPSFLGRY. The TCR CDR3 sequence is CASSFAGEQYF. Result: 0 (the TCR does not bind to the epitope). (4) The epitope is VLQAVGACV. The TCR CDR3 sequence is CASGLLDTSYGYTF. Result: 1 (the TCR binds to the epitope). (5) The TCR CDR3 sequence is CASSLGKLSFTGELFF. The epitope is SSTFNVPMEKLK. Result: 1 (the TCR binds to the epitope). (6) The epitope is FRYMNSQGL. The TCR CDR3 sequence is CASSQDLGGGYNEQFF. Result: 0 (the TCR does not bind to the epitope).